From a dataset of Full USPTO retrosynthesis dataset with 1.9M reactions from patents (1976-2016). Predict the reactants needed to synthesize the given product. (1) The reactants are: Br[CH2:2][C:3]1[CH:4]=[CH:5][C:6]([Cl:23])=[C:7]([C:9]2[N:14]=[C:13]([O:15][CH3:16])[N:12]=[C:11]([C:17]3[CH:22]=[CH:21][CH:20]=[CH:19][CH:18]=3)[N:10]=2)[CH:8]=1.O1CCCC1.[CH2:29]([NH2:31])[CH3:30].C(=O)([O-])O.[Na+]. Given the product [Cl:23][C:6]1[CH:5]=[CH:4][C:3]([CH2:2][CH2:30][CH2:29][NH2:31])=[CH:8][C:7]=1[C:9]1[N:14]=[C:13]([O:15][CH3:16])[N:12]=[C:11]([C:17]2[CH:22]=[CH:21][CH:20]=[CH:19][CH:18]=2)[N:10]=1, predict the reactants needed to synthesize it. (2) Given the product [CH3:29][O:28][C:26]1[CH:25]=[C:24]([CH2:30][O:31][C:32]2[CH:33]=[C:34]([NH:37][C:13](=[O:15])[C:12]3[CH:11]=[CH:10][C:9]([N:4]4[CH2:5][CH2:6][N:7]([CH3:8])[CH:2]([CH3:1])[CH2:3]4)=[CH:19][CH:18]=3)[NH:35][N:36]=2)[CH:23]=[C:22]([O:21][CH3:20])[CH:27]=1, predict the reactants needed to synthesize it. The reactants are: [CH3:1][CH:2]1[N:7]([CH3:8])[CH2:6][CH2:5][N:4]([C:9]2[CH:19]=[CH:18][C:12]([C:13]([O:15]CC)=O)=[CH:11][CH:10]=2)[CH2:3]1.[CH3:20][O:21][C:22]1[CH:23]=[C:24]([CH2:30][O:31][C:32]2[CH:33]=[C:34]([NH2:37])[NH:35][N:36]=2)[CH:25]=[C:26]([O:28][CH3:29])[CH:27]=1.C[Al](C)C.C1(C)C=CC=CC=1. (3) Given the product [CH:26]1([CH:33]([OH:34])[CH:6]2[C:5](=[O:8])[C:4]([C:9]3[C:14]([CH3:15])=[CH:13][C:12]([CH3:16])=[CH:11][C:10]=3[CH3:17])=[C:3]([O:2][CH3:1])[CH2:7]2)[CH2:32][CH2:31][CH2:30][CH2:29][CH2:28][CH2:27]1, predict the reactants needed to synthesize it. The reactants are: [CH3:1][O:2][C:3]1[CH2:7][CH2:6][C:5](=[O:8])[C:4]=1[C:9]1[C:14]([CH3:15])=[CH:13][C:12]([CH3:16])=[CH:11][C:10]=1[CH3:17].C([N-]C(C)C)(C)C.[Li+].[CH:26]1([CH:33]=[O:34])[CH2:32][CH2:31][CH2:30][CH2:29][CH2:28][CH2:27]1.